From a dataset of TCR-epitope binding with 47,182 pairs between 192 epitopes and 23,139 TCRs. Binary Classification. Given a T-cell receptor sequence (or CDR3 region) and an epitope sequence, predict whether binding occurs between them. (1) The epitope is KLPDDFTGCV. The TCR CDR3 sequence is CASSLGQSVYNEQFF. Result: 1 (the TCR binds to the epitope). (2) The epitope is KLSYGIATV. The TCR CDR3 sequence is CASSKTPGTSGSSATDTQYF. Result: 1 (the TCR binds to the epitope).